Dataset: Forward reaction prediction with 1.9M reactions from USPTO patents (1976-2016). Task: Predict the product of the given reaction. (1) Given the reactants [Al+3].[Cl-].[Cl-].[Cl-].[CH3:5][O:6][C:7]1[CH:15]=[N:14][C:13]([C:16]2[NH:17][C:18]([CH3:21])=[N:19][N:20]=2)=[C:12]2[C:8]=1[CH:9]=[CH:10][NH:11]2.Cl[C:23]([C:25]([O:27][CH3:28])=[O:26])=[O:24], predict the reaction product. The product is: [CH3:28][O:27][C:25](=[O:26])[C:23]([C:9]1[C:8]2[C:12](=[C:13]([C:16]3[NH:17][C:18]([CH3:21])=[N:19][N:20]=3)[N:14]=[CH:15][C:7]=2[O:6][CH3:5])[NH:11][CH:10]=1)=[O:24]. (2) Given the reactants Cl[CH2:2][CH:3]=[CH:4]C.[C:6]([NH:9][C:10]1[CH:15]=[CH:14][CH:13]=[CH:12][C:11]=1[OH:16])(=[O:8])[CH3:7].C(=O)([O-])[O-].[K+].[K+], predict the reaction product. The product is: [CH:2](/[O:16][C:11]1[CH:12]=[CH:13][CH:14]=[CH:15][C:10]=1[NH:9][C:6](=[O:8])[CH3:7])=[CH:3]\[CH3:4]. (3) Given the reactants FC(F)(F)C1C=C(C=C(C(F)(F)F)C=1)CN(C[C:15]1[C:16]([N:22]([CH2:25][CH:26]2[CH2:30][CH2:29][CH2:28][CH2:27]2)CC)=NC=C(Br)C=1)C1N=NN(C)N=1.CC([O-])=O.[K+].O, predict the reaction product. The product is: [CH:26]1([CH2:25][NH:22][CH2:16][CH3:15])[CH2:30][CH2:29][CH2:28][CH2:27]1. (4) Given the reactants [N+:1]([C:4]1[CH:12]=[CH:11][C:7]([C:8]([OH:10])=O)=[CH:6][CH:5]=1)([O-:3])=[O:2].[CH2:13]([N:15]([CH2:19][CH3:20])[CH2:16][CH2:17][NH2:18])[CH3:14].Cl.CN(C)CCCN=C=NCC.O.ON1C2C=CC=CC=2N=N1, predict the reaction product. The product is: [CH2:13]([N:15]([CH2:19][CH3:20])[CH2:16][CH2:17][NH:18][C:8](=[O:10])[C:7]1[CH:6]=[CH:5][C:4]([N+:1]([O-:3])=[O:2])=[CH:12][CH:11]=1)[CH3:14]. (5) Given the reactants [CH3:1][CH:2]([O:4][C:5]1[CH:11]=[C:10]([O:12][C:13]2[CH:18]=[CH:17][C:16]([S:19]([CH3:22])(=[O:21])=[O:20])=[CH:15][N:14]=2)[CH:9]=[CH:8][C:6]=1[NH2:7])[CH3:3].Cl.[N:24]([O-])=O.[Na+].[CH3:28][CH:29](C(=O)C)[C:30]([O:32][CH2:33][CH3:34])=[O:31].[OH-].[K+], predict the reaction product. The product is: [CH3:3][CH:2]([O:4][C:5]1[CH:11]=[C:10]([O:12][C:13]2[CH:18]=[CH:17][C:16]([S:19]([CH3:22])(=[O:20])=[O:21])=[CH:15][N:14]=2)[CH:9]=[CH:8][C:6]=1[NH:7][N:24]=[C:29]([CH3:28])[C:30]([O:32][CH2:33][CH3:34])=[O:31])[CH3:1]. (6) The product is: [C:33]([NH:32][C:29]1[CH:28]=[CH:27][C:26]([O:25][C:2]2[CH:11]=[C:10]3[C:5]([N:6]=[CH:7][C:8]([N:12]4[CH2:17][CH2:16][N:15]([C:18]([O:20][C:21]([CH3:24])([CH3:23])[CH3:22])=[O:19])[CH2:14][CH2:13]4)=[N:9]3)=[CH:4][CH:3]=2)=[CH:31][CH:30]=1)(=[O:38])[C:34]([CH3:37])([CH3:36])[CH3:35]. Given the reactants Br[C:2]1[CH:11]=[C:10]2[C:5]([N:6]=[CH:7][C:8]([N:12]3[CH2:17][CH2:16][N:15]([C:18]([O:20][C:21]([CH3:24])([CH3:23])[CH3:22])=[O:19])[CH2:14][CH2:13]3)=[N:9]2)=[CH:4][CH:3]=1.[OH:25][C:26]1[CH:31]=[CH:30][C:29]([NH:32][C:33](=[O:38])[C:34]([CH3:37])([CH3:36])[CH3:35])=[CH:28][CH:27]=1.C([O-])([O-])=O.[K+].[K+], predict the reaction product. (7) Given the reactants [H-].[Na+].[CH3:3][O:4][C:5]([C:7]1[CH:26]=[CH:25][C:10]([CH2:11][CH:12]([C:19]([O:21][CH2:22][CH:23]=[CH2:24])=[O:20])[C:13]([O:15][CH2:16][CH:17]=[CH2:18])=[O:14])=[CH:9][CH:8]=1)=[O:6].Br[CH2:28][CH2:29][C:30]1([CH2:33][C:34]([O:36][CH2:37][CH3:38])=[O:35])[CH2:32][CH2:31]1.O, predict the reaction product. The product is: [CH2:37]([O:36][C:34](=[O:35])[CH2:33][C:30]1([CH2:29][CH2:28][C:12]([CH2:11][C:10]2[CH:9]=[CH:8][C:7]([C:5]([O:4][CH3:3])=[O:6])=[CH:26][CH:25]=2)([C:19]([O:21][CH2:22][CH:23]=[CH2:24])=[O:20])[C:13]([O:15][CH2:16][CH:17]=[CH2:18])=[O:14])[CH2:31][CH2:32]1)[CH3:38]. (8) Given the reactants Cl.Cl.Cl.[O:4]1[C:12]2[CH:11]=[CH:10][N:9]=[C:8]([N:13]3[CH2:18][CH2:17][N:16]([CH2:19][CH2:20][C@H:21]4[CH2:26][CH2:25][C@H:24]([NH2:27])[CH2:23][CH2:22]4)[CH2:15][CH2:14]3)[C:7]=2[CH:6]=[CH:5]1.CCN(CC)CC.[CH3:35][S:36](Cl)(=[O:38])=[O:37].O, predict the reaction product. The product is: [O:4]1[C:12]2[CH:11]=[CH:10][N:9]=[C:8]([N:13]3[CH2:18][CH2:17][N:16]([CH2:19][CH2:20][C@H:21]4[CH2:26][CH2:25][C@H:24]([NH:27][S:36]([CH3:35])(=[O:38])=[O:37])[CH2:23][CH2:22]4)[CH2:15][CH2:14]3)[C:7]=2[CH:6]=[CH:5]1. (9) Given the reactants Cl[C:2]1[N:6]=[C:5]([O:7][C:8]2[CH:9]=[C:10]([CH3:22])[C:11]3[CH:15]([CH2:16][C:17]([OH:19])=[O:18])[O:14][B:13]([OH:20])[C:12]=3[CH:21]=2)[S:4][N:3]=1.[Li+].C[Si]([N-:28][Si](C)(C)C)(C)C.Cl, predict the reaction product. The product is: [NH2:28][C:2]1[N:6]=[C:5]([O:7][C:8]2[CH:9]=[C:10]([CH3:22])[C:11]3[CH:15]([CH2:16][C:17]([OH:19])=[O:18])[O:14][B:13]([OH:20])[C:12]=3[CH:21]=2)[S:4][N:3]=1. (10) Given the reactants [Cl:1][CH2:2][CH2:3][CH2:4][O:5][C:6]1[C:7]([O:19][CH3:20])=[CH:8][C:9]([C:17]#[N:18])=[C:10]([N:12]=[CH:13][N:14](C)C)[CH:11]=1.N[C:22]1[NH:26][N:25]=[C:24]([CH2:27][C:28]([OH:30])=[O:29])[CH:23]=1.O, predict the reaction product. The product is: [Cl:1][CH2:2][CH2:3][CH2:4][O:5][C:6]1[CH:11]=[C:10]2[C:9]([C:17]([NH:18][C:22]3[NH:26][N:25]=[C:24]([CH2:27][C:28]([OH:30])=[O:29])[CH:23]=3)=[N:14][CH:13]=[N:12]2)=[CH:8][C:7]=1[O:19][CH3:20].